From a dataset of Full USPTO retrosynthesis dataset with 1.9M reactions from patents (1976-2016). Predict the reactants needed to synthesize the given product. (1) Given the product [CH2:1]([O:3][C:4](=[O:20])[C:5]([CH2:22][C:23]1[CH:24]=[CH:25][C:26]([O:27][CH2:28][CH2:29][N:30]2[CH2:36][CH2:35][CH2:34][CH2:33][CH2:32][CH2:31]2)=[CH:37][CH:38]=1)([S:9]([C:12]1[CH:17]=[CH:16][C:15]([O:18][CH3:19])=[CH:14][CH:13]=1)(=[O:10])=[O:11])[CH2:6][CH2:7][CH3:8])[CH3:2], predict the reactants needed to synthesize it. The reactants are: [CH2:1]([O:3][C:4](=[O:20])[CH:5]([S:9]([C:12]1[CH:17]=[CH:16][C:15]([O:18][CH3:19])=[CH:14][CH:13]=1)(=[O:11])=[O:10])[CH2:6][CH2:7][CH3:8])[CH3:2].Cl[CH2:22][C:23]1[CH:38]=[CH:37][C:26]([O:27][CH2:28][CH2:29][N:30]2[CH2:36][CH2:35][CH2:34][CH2:33][CH2:32][CH2:31]2)=[CH:25][CH:24]=1. (2) Given the product [ClH:36].[C:1]1([N:7]([CH2:29][CH2:30][C:31]([O:33][CH2:34][CH3:35])=[O:32])[C:8]([C:10]2[CH:11]=[CH:12][C:13]3[S:17][C:16]([CH2:18][S:19][C:20]4[CH:25]=[CH:24][C:23]([C:26](=[NH:44])[NH2:27])=[CH:22][CH:21]=4)=[N:15][C:14]=3[CH:28]=2)=[O:9])[CH:6]=[CH:5][CH:4]=[CH:3][CH:2]=1, predict the reactants needed to synthesize it. The reactants are: [C:1]1([N:7]([CH2:29][CH2:30][C:31]([O:33][CH2:34][CH3:35])=[O:32])[C:8]([C:10]2[CH:11]=[CH:12][C:13]3[S:17][C:16]([CH2:18][S:19][C:20]4[CH:25]=[CH:24][C:23]([C:26]#[N:27])=[CH:22][CH:21]=4)=[N:15][C:14]=3[CH:28]=2)=[O:9])[CH:6]=[CH:5][CH:4]=[CH:3][CH:2]=1.[ClH:36].C(O)C.C(=O)([O-])[O-].[NH4+:44].[NH4+]. (3) The reactants are: CC1(C)CCCC(C)(C)N1.[Li]CCCC.[C:16]([O:20][CH2:21][CH3:22])(=[O:19])[C:17]#[CH:18].[CH:23](=[O:25])[CH3:24]. Given the product [OH:25][CH:23]([CH3:24])[C:18]#[C:17][C:16]([O:20][CH2:21][CH3:22])=[O:19], predict the reactants needed to synthesize it. (4) Given the product [CH3:1][C:2]1([CH3:17])[O:15][C:6]2=[N:7][C:8]([C:11]([F:14])([F:13])[F:12])=[CH:9][CH:10]=[C:5]2[C@H:4]([NH:24][S:22]([C:19]([CH3:21])([CH3:20])[CH3:18])=[O:23])[CH2:3]1, predict the reactants needed to synthesize it. The reactants are: [CH3:1][C:2]1([CH3:17])[O:15][C:6]2=[N:7][C:8]([C:11]([F:14])([F:13])[F:12])=[CH:9][CH:10]=[C:5]2[C:4](=O)[CH2:3]1.[CH3:18][C:19]([S@:22]([NH2:24])=[O:23])([CH3:21])[CH3:20].[BH4-].[Na+].C(O)(=O)CC(CC(O)=O)(C(O)=O)O. (5) Given the product [NH:3]1[CH:4]=[CH:5][N:1]=[C:2]1[NH:6][C:7]([C:9]1[C:17]2[N:16]=[C:15]([NH:18][C:24]([NH:26][C:27]3[N:28]=[CH:29][C:30]4[C:37]([CH:38]=3)=[CH:36][CH:35]=[CH:34][CH:33]=4)=[O:25])[NH:14][C:13]=2[CH:12]=[CH:11][CH:10]=1)=[O:8], predict the reactants needed to synthesize it. The reactants are: [NH:1]1[CH:5]=[CH:4][N:3]=[C:2]1[NH:6][C:7]([C:9]1[C:17]2[NH:16][C:15]([NH2:18])=[N:14][C:13]=2[CH:12]=[CH:11][CH:10]=1)=[O:8].N1([C:24]([N:26]2[CH:30]=[CH:29][N:28]=[CH:27]2)=[O:25])C=CN=C1.C1C2[C:35](=[CH:36][CH:37]=[CH:38]C=2)[CH:34]=[C:33](N)N=1. (6) Given the product [F:23][CH:2]([F:1])[O:3][C:4]1[C:9]2[O:10][C:11]3[C:12](=[O:17])[N:13]([CH2:26][CH3:27])[N:14]=[CH:15][C:16]=3[C:8]=2[C:7]([C:18]([O:20][CH2:21][CH3:22])=[O:19])=[CH:6][CH:5]=1, predict the reactants needed to synthesize it. The reactants are: [F:1][CH:2]([F:23])[O:3][C:4]1[C:9]2[O:10][C:11]3[C:12](=[O:17])[NH:13][N:14]=[CH:15][C:16]=3[C:8]=2[C:7]([C:18]([O:20][CH2:21][CH3:22])=[O:19])=[CH:6][CH:5]=1.[H-].[Na+].[CH2:26](Br)[CH3:27].Cl.